From a dataset of Full USPTO retrosynthesis dataset with 1.9M reactions from patents (1976-2016). Predict the reactants needed to synthesize the given product. (1) Given the product [CH3:13][C:9]1[CH:8]=[C:7]([Sn:14]([CH2:19][CH2:20][CH2:21][CH3:22])([CH2:23][CH2:24][CH2:25][CH3:26])[CH2:15][CH2:16][CH2:17][CH3:18])[CH:12]=[CH:11][N:10]=1, predict the reactants needed to synthesize it. The reactants are: [Li]CCCC.Br[C:7]1[CH:12]=[CH:11][N:10]=[C:9]([CH3:13])[CH:8]=1.[Sn:14](Cl)([CH2:23][CH2:24][CH2:25][CH3:26])([CH2:19][CH2:20][CH2:21][CH3:22])[CH2:15][CH2:16][CH2:17][CH3:18]. (2) The reactants are: [CH3:1][CH:2]([CH3:36])[C@H:3]([NH:31][C:32](=[O:35])[O:33][CH3:34])[C:4](=[O:30])[N:5]1[CH2:9][CH2:8][CH2:7][C@H:6]1[C:10]1[NH:11][C:12]([C:15]2[CH:20]=[CH:19][C:18](B3OC(C)(C)C(C)(C)O3)=[CH:17][CH:16]=2)=[CH:13][N:14]=1.Br[C:38]1[CH:39]=[C:40]2[C:63](=[CH:64][CH:65]=1)[C:44]1[NH:45][C:46]([C@@H:48]3[CH2:52][C@H:51]([CH2:53][O:54][CH3:55])[CH2:50][N:49]3[C:56]([O:58][C:59]([CH3:62])([CH3:61])[CH3:60])=[O:57])=[N:47][C:43]=1[CH:42]=[CH:41]2.C([O-])([O-])=O.[K+].[K+]. Given the product [CH3:34][O:33][C:32]([NH:31][C@@H:3]([CH:2]([CH3:36])[CH3:1])[C:4]([N:5]1[CH2:9][CH2:8][CH2:7][C@H:6]1[C:10]1[NH:11][C:12]([C:15]2[CH:16]=[CH:17][C:18]([C:38]3[CH:39]=[C:40]4[C:63](=[CH:64][CH:65]=3)[C:44]3[NH:45][C:46]([C@@H:48]5[CH2:52][C@H:51]([CH2:53][O:54][CH3:55])[CH2:50][N:49]5[C:56]([O:58][C:59]([CH3:62])([CH3:60])[CH3:61])=[O:57])=[N:47][C:43]=3[CH:42]=[CH:41]4)=[CH:19][CH:20]=2)=[CH:13][N:14]=1)=[O:30])=[O:35], predict the reactants needed to synthesize it. (3) Given the product [CH:1]1([CH2:4][O:5][C:6]2[CH:11]=[CH:10][C:9]([CH:12]([F:14])[F:13])=[CH:8][C:7]=2[C:15]2[C:16]3[NH:23][C:22]([CH3:24])=[C:21]([C:25]([NH:28][CH:29]4[CH2:30][CH2:31][N:32]([C:35]([O:37][C:38]([CH3:41])([CH3:40])[CH3:39])=[O:36])[CH2:33][CH2:34]4)=[O:27])[C:17]=3[N:18]=[CH:19][N:20]=2)[CH2:3][CH2:2]1, predict the reactants needed to synthesize it. The reactants are: [CH:1]1([CH2:4][O:5][C:6]2[CH:11]=[CH:10][C:9]([CH:12]([F:14])[F:13])=[CH:8][C:7]=2[C:15]2[C:16]3[NH:23][C:22]([CH3:24])=[C:21]([C:25]([OH:27])=O)[C:17]=3[N:18]=[CH:19][N:20]=2)[CH2:3][CH2:2]1.[NH2:28][CH:29]1[CH2:34][CH2:33][N:32]([C:35]([O:37][C:38]([CH3:41])([CH3:40])[CH3:39])=[O:36])[CH2:31][CH2:30]1. (4) Given the product [Br-:29].[C:1]([C:4]1[CH:5]=[N+:6]([CH2:24][C:25]2[CH:26]=[C:27]([CH3:28])[CH:30]=[CH:31][CH:32]=2)[CH:7]=[CH:8][C:9]=1[CH2:10][CH:11]1[CH2:20][CH2:19][C:18]2[C:13](=[CH:14][CH:15]=[C:16]([O:21][CH3:22])[CH:17]=2)[C:12]1=[O:23])(=[O:3])[CH3:2], predict the reactants needed to synthesize it. The reactants are: [C:1]([C:4]1[CH:5]=[N:6][CH:7]=[CH:8][C:9]=1[CH2:10][CH:11]1[CH2:20][CH2:19][C:18]2[C:13](=[CH:14][CH:15]=[C:16]([O:21][CH3:22])[CH:17]=2)[C:12]1=[O:23])(=[O:3])[CH3:2].[CH3:24][C:25]1[CH:26]=[C:27]([CH:30]=[CH:31][CH:32]=1)[CH2:28][Br:29]. (5) Given the product [Cl:3][C:4]1[CH:5]=[C:6]2[C:14](=[CH:15][CH:16]=1)[O:13][C:9]1([CH2:12][CH2:11][CH2:10]1)[CH2:8]/[C:7]/2=[CH:8]\[C:9]([O:13][CH2:14][CH3:6])=[O:18], predict the reactants needed to synthesize it. The reactants are: [H-].[Na+].[Cl:3][C:4]1[CH:5]=[C:6]2[C:14](=[CH:15][CH:16]=1)[O:13][C:9]1([CH2:12][CH2:11][CH2:10]1)[CH2:8][C:7]2=O.[OH2:18].